Dataset: Forward reaction prediction with 1.9M reactions from USPTO patents (1976-2016). Task: Predict the product of the given reaction. (1) Given the reactants [OH:1][C:2]1[CH:8]=[C:7]([C:9]([O:11][CH3:12])=[O:10])[CH:6]=[CH:5][C:3]=1[NH2:4].[C:13]1([C:19]2[CH:24]=[CH:23][CH:22]=[CH:21][C:20]=2[N:25]=[C:26]=[O:27])[CH:18]=[CH:17][CH:16]=[CH:15][CH:14]=1, predict the reaction product. The product is: [OH:1][C:2]1[CH:8]=[C:7]([C:9]([O:11][CH3:12])=[O:10])[CH:6]=[CH:5][C:3]=1[NH:4][C:26]([NH:25][C:20]1[CH:21]=[CH:22][CH:23]=[CH:24][C:19]=1[C:13]1[CH:18]=[CH:17][CH:16]=[CH:15][CH:14]=1)=[O:27]. (2) Given the reactants C([Mg]Cl)(C)C.C1COCC1.[CH3:11][C:12]1([CH3:24])[O:16][C@@H:15]([CH2:17][N:18]2[CH:22]=[C:21](I)[CH:20]=[N:19]2)[CH2:14][O:13]1.CO[B:27]1[O:31][C:30]([CH3:33])([CH3:32])[C:29]([CH3:35])([CH3:34])[O:28]1, predict the reaction product. The product is: [CH3:11][C:12]1([CH3:24])[O:16][C@@H:15]([CH2:17][N:18]2[CH:22]=[C:21]([B:27]3[O:31][C:30]([CH3:33])([CH3:32])[C:29]([CH3:35])([CH3:34])[O:28]3)[CH:20]=[N:19]2)[CH2:14][O:13]1. (3) Given the reactants C([C:3]1[CH:4]=[CH:5][CH:6]=[C:7]2[C:12]=1[N:11]=[C:10]([C:13]1([C:16]3[CH:21]=[CH:20][CH:19]=[CH:18][CH:17]=3)[CH2:15][CH2:14]1)[C:9]([OH:22])=[C:8]2[C:23]([OH:25])=[O:24])C.[F:26][C:27]([F:40])([F:39])C1C=C2C(=CC=1)NC(=O)C2=O, predict the reaction product. The product is: [OH:22][C:9]1[C:10]([C:13]2([C:16]3[CH:21]=[CH:20][CH:19]=[CH:18][CH:17]=3)[CH2:14][CH2:15]2)=[N:11][C:12]2[C:7]([C:8]=1[C:23]([OH:25])=[O:24])=[CH:6][C:5]([C:27]([F:40])([F:39])[F:26])=[CH:4][CH:3]=2. (4) Given the reactants [CH:1]([N:14]1[CH2:17][C:16]([C:19]2[C:23]3[CH:24]=[CH:25][CH:26]=[CH:27][C:22]=3[O:21][CH:20]=2)(O)[CH2:15]1)([C:8]1[CH:13]=[CH:12][CH:11]=[CH:10][CH:9]=1)[C:2]1[CH:7]=[CH:6][CH:5]=[CH:4][CH:3]=1.C(N(CC)CC)C.CS([Cl:39])(=O)=O, predict the reaction product. The product is: [CH:1]([N:14]1[CH2:17][C:16]([C:19]2[C:23]3[CH:24]=[CH:25][CH:26]=[CH:27][C:22]=3[O:21][CH:20]=2)([Cl:39])[CH2:15]1)([C:8]1[CH:13]=[CH:12][CH:11]=[CH:10][CH:9]=1)[C:2]1[CH:7]=[CH:6][CH:5]=[CH:4][CH:3]=1. (5) Given the reactants C([Li])CCC.C(NC(C)C)(C)C.[Li+].CC([N-]C(C)C)C.[S:21]1[C:25]([C:26]2[CH:27]=[C:28]([NH:32][C:33]3[N:38]=[C:37]([C:39]([F:42])([F:41])[F:40])[CH:36]=[CH:35][N:34]=3)[CH:29]=[CH:30][CH:31]=2)=[CH:24][N:23]=[CH:22]1.[CH3:43][C:44]([CH3:64])([Si:46]([CH3:63])([CH3:62])[O:47][CH2:48][CH2:49][C:50](=[O:61])[CH2:51][CH2:52][O:53][Si:54]([CH3:60])([CH3:59])[C:55]([CH3:58])([CH3:57])[CH3:56])[CH3:45], predict the reaction product. The product is: [CH3:45][C:44]([CH3:64])([Si:46]([CH3:63])([CH3:62])[O:47][CH2:48][CH2:49][C:50]([C:22]1[S:21][C:25]([C:26]2[CH:31]=[CH:30][CH:29]=[C:28]([NH:32][C:33]3[N:38]=[C:37]([C:39]([F:42])([F:41])[F:40])[CH:36]=[CH:35][N:34]=3)[CH:27]=2)=[CH:24][N:23]=1)([OH:61])[CH2:51][CH2:52][O:53][Si:54]([CH3:60])([CH3:59])[C:55]([CH3:56])([CH3:57])[CH3:58])[CH3:43].